Dataset: Full USPTO retrosynthesis dataset with 1.9M reactions from patents (1976-2016). Task: Predict the reactants needed to synthesize the given product. (1) Given the product [Br:9][C:10]1[CH:11]=[N:12][CH:13]=[C:14]([O:8][CH:2]2[CH2:7][CH2:6][CH2:5][CH2:4][CH2:3]2)[CH:15]=1, predict the reactants needed to synthesize it. The reactants are: [Na].[CH:2]1([OH:8])[CH2:7][CH2:6][CH2:5][CH2:4][CH2:3]1.[Br:9][C:10]1[CH:11]=[N:12][CH:13]=[C:14](Br)[CH:15]=1.O. (2) Given the product [Cl:1][C:2]1[CH:7]=[CH:6][C:5]([CH:8]([C:24]2[CH:29]=[CH:28][C:27]([Cl:30])=[CH:26][CH:25]=2)[N:9]2[CH2:13][CH2:12][C@@H:11]([NH:14][C:15](=[O:23])[C:16]3[CH:21]=[C:20]([O:34][CH2:31][CH3:40])[CH:19]=[N:18][CH:17]=3)[CH2:10]2)=[CH:4][CH:3]=1, predict the reactants needed to synthesize it. The reactants are: [Cl:1][C:2]1[CH:7]=[CH:6][C:5]([CH:8]([C:24]2[CH:29]=[CH:28][C:27]([Cl:30])=[CH:26][CH:25]=2)[N:9]2[CH2:13][CH2:12][C@@H:11]([NH:14][C:15](=[O:23])[C:16]3[CH:21]=[C:20](Br)[CH:19]=[N:18][CH:17]=3)[CH2:10]2)=[CH:4][CH:3]=1.[C:31](=[O:34])([O-])[O-].[Cs+].[Cs+].[I-].[Na+].N1C2C(=CC=C3C=2N=CC=C3)C=C[CH:40]=1. (3) Given the product [Cl:8][C:9]1[N:10]=[CH:11][C:12]([C:13]([NH:2][CH3:1])=[O:14])=[CH:16][CH:17]=1, predict the reactants needed to synthesize it. The reactants are: [CH3:1][NH2:2].O1CCCC1.[Cl:8][C:9]1[CH:17]=[CH:16][C:12]([C:13](Cl)=[O:14])=[CH:11][N:10]=1.